Task: Predict the reactants needed to synthesize the given product.. Dataset: Retrosynthesis with 50K atom-mapped reactions and 10 reaction types from USPTO (1) Given the product Cn1cc(-c2ccnc(N3CCn4c5c(c(F)c4C3=O)CCCC5)c2CO)cc(Nc2cc3n(n2)CCN(C2COC2)C3)c1=O, predict the reactants needed to synthesize it. The reactants are: Cn1cc(-c2ccnc(N3CCn4c5c(c(F)c4C3=O)CCCC5)c2C=O)cc(Nc2cc3n(n2)CCN(C2COC2)C3)c1=O. (2) Given the product CC(=O)Nc1ccc(C(c2ccccc2)n2ccnc2)cc1C=O, predict the reactants needed to synthesize it. The reactants are: COC(OC)c1cc(C(c2ccccc2)n2ccnc2)ccc1NC(C)=O. (3) Given the product COc1cccc(Nc2nc(-c3ccc4c(c3)OCO4)nc3c2cnn3C)c1, predict the reactants needed to synthesize it. The reactants are: CC1(C)OB(c2ccc3c(c2)OCO3)OC1(C)C.COc1cccc(Nc2nc(Cl)nc3c2cnn3C)c1. (4) Given the product COc1ccc2nc(NC(=O)C(CC3CCCC3)c3ccc(S(=O)(=O)N4CCN(C)CC4)cc3)sc2n1, predict the reactants needed to synthesize it. The reactants are: CN1CCN(S(=O)(=O)c2ccc(C(CC3CCCC3)C(=O)O)cc2)CC1.COc1ccc2nc(N)sc2n1. (5) Given the product CC(C)(C)OC(=O)NC1(c2ccc(-c3c(-c4ccccc4)oc4c(-c5c[nH]nn5)cccc4c3=O)cc2)CCC1, predict the reactants needed to synthesize it. The reactants are: C#Cc1cccc2c(=O)c(-c3ccc(C4(NC(=O)OC(C)(C)C)CCC4)cc3)c(-c3ccccc3)oc12.C[Si](C)(C)N=[N+]=[N-]. (6) Given the product CCOC(=O)c1cc(C#N)c(N2CCC(C(=O)NS(=O)(=O)N(C)c3ccccc3)CC2)nc1CN1CCCC1=O, predict the reactants needed to synthesize it. The reactants are: CCOC(=O)c1cc(C#N)c(N2CCC(C(=O)O)CC2)nc1CN1CCCC1=O.CN(c1ccccc1)S(N)(=O)=O. (7) Given the product c1cnc2c(c1)NCC1CCCN21, predict the reactants needed to synthesize it. The reactants are: O=C1Nc2cccnc2N2CCCC12. (8) The reactants are: C1CNCCN1.N#Cc1ccc(F)cc1F. Given the product N#Cc1ccc(F)cc1N1CCNCC1, predict the reactants needed to synthesize it. (9) Given the product O=C1Nc2ccccc2Oc2c1[nH]c1ccccc21, predict the reactants needed to synthesize it. The reactants are: Nc1ccccc1Oc1c(C(=O)O)[nH]c2ccccc12. (10) Given the product Cc1ccc(C(=O)c2cc(Cl)ccc2NS(=O)(=O)c2ccc(-c3cnc(C)o3)cc2)cn1, predict the reactants needed to synthesize it. The reactants are: Cc1ccc(C(=O)c2cc(Cl)ccc2N)cn1.Cc1ncc(-c2ccc(S(=O)(=O)Cl)cc2)o1.